This data is from Reaction yield outcomes from USPTO patents with 853,638 reactions. The task is: Predict the reaction yield, written as a fraction of the theoretical maximum amount of product (1.0 means a 100% yield; for example, 0.34 means a 34% yield). The reactants are [OH-].[Na+].[CH:3]1([NH:9][C:10](=[O:33])[N:11]([C:13]2[CH:14]=[C:15]([C:19]3[CH:24]=[CH:23][C:22](/[CH:25]=[C:26](\[O:31][CH3:32])/[C:27]([O:29]C)=[O:28])=[CH:21][CH:20]=3)[CH:16]=[CH:17][CH:18]=2)[CH3:12])[CH2:8][CH2:7][CH2:6][CH2:5][CH2:4]1.C(O)(=O)C. The catalyst is O1CCCC1. The product is [CH:3]1([NH:9][C:10](=[O:33])[N:11]([C:13]2[CH:14]=[C:15]([C:19]3[CH:20]=[CH:21][C:22](/[CH:25]=[C:26](\[O:31][CH3:32])/[C:27]([OH:29])=[O:28])=[CH:23][CH:24]=3)[CH:16]=[CH:17][CH:18]=2)[CH3:12])[CH2:4][CH2:5][CH2:6][CH2:7][CH2:8]1. The yield is 0.820.